Dataset: Forward reaction prediction with 1.9M reactions from USPTO patents (1976-2016). Task: Predict the product of the given reaction. Given the reactants Cl[C:2](=[O:8])[CH2:3][C:4]([O:6]C)=[O:5].[CH:9]1([NH2:15])[CH2:14][CH2:13][CH2:12][CH2:11][CH2:10]1.[OH-].[Na+], predict the reaction product. The product is: [CH:9]1([NH:15][C:2](=[O:8])[CH2:3][C:4]([OH:6])=[O:5])[CH2:14][CH2:13][CH2:12][CH2:11][CH2:10]1.